This data is from Forward reaction prediction with 1.9M reactions from USPTO patents (1976-2016). The task is: Predict the product of the given reaction. (1) The product is: [C:25]([C:2]1[C:3]([C:21]([O:23][CH3:24])=[O:22])=[C:4]([NH:7][C:8](=[O:20])[CH2:9][C:10]2[CH:19]=[CH:18][CH:17]=[C:16]3[C:11]=2[CH:12]=[CH:13][N:14]=[CH:15]3)[S:5][CH:6]=1)#[N:26]. Given the reactants Br[C:2]1[C:3]([C:21]([O:23][CH3:24])=[O:22])=[C:4]([NH:7][C:8](=[O:20])[CH2:9][C:10]2[CH:19]=[CH:18][CH:17]=[C:16]3[C:11]=2[CH:12]=[CH:13][N:14]=[CH:15]3)[S:5][CH:6]=1.[C:25]([Cu])#[N:26].[NH4+].[OH-].C(OCC)C, predict the reaction product. (2) Given the reactants [CH2:1]([O:3][P:4]([CH2:9][CH2:10][CH2:11][C:12]([N:14]([CH2:18][C:19]1[CH:20]=[C:21]([CH:54]=[CH:55][CH:56]=1)[C:22]([NH:24][C:25]1[S:26][C:27]2[CH2:53][CH2:52][CH2:51][CH2:50][C:28]=2[C:29]=1[C:30]([NH:32][C:33]1[CH:38]=[CH:37][C:36]([CH2:39][CH2:40][C:41]2[CH:49]=[CH:48][C:44]([C:45]([OH:47])=[O:46])=[CH:43][CH:42]=2)=[CH:35][CH:34]=1)=[O:31])=[O:23])[CH:15]([CH3:17])[CH3:16])=[O:13])([O:6]CC)=[O:5])[CH3:2].Br[Si](C)(C)C.C(Cl)(Cl)Cl, predict the reaction product. The product is: [CH2:1]([O:3][P:4]([CH2:9][CH2:10][CH2:11][C:12]([N:14]([CH2:18][C:19]1[CH:20]=[C:21]([CH:54]=[CH:55][CH:56]=1)[C:22]([NH:24][C:25]1[S:26][C:27]2[CH2:53][CH2:52][CH2:51][CH2:50][C:28]=2[C:29]=1[C:30]([NH:32][C:33]1[CH:34]=[CH:35][C:36]([CH2:39][CH2:40][C:41]2[CH:42]=[CH:43][C:44]([C:45]([OH:47])=[O:46])=[CH:48][CH:49]=2)=[CH:37][CH:38]=1)=[O:31])=[O:23])[CH:15]([CH3:17])[CH3:16])=[O:13])([OH:6])=[O:5])[CH3:2]. (3) The product is: [CH3:1][O:2][C:3]([C:5]1[C:6]([OH:30])=[C:7]2[C:12](=[C:13]([C:36]3[N:37]=[CH:38][S:39][CH:40]=3)[N:14]=1)[N:11]([CH2:16][C:17]1[CH:22]=[CH:21][CH:20]=[CH:19][CH:18]=1)[C:10](=[O:23])[C:9]([C:24]1[CH:29]=[CH:28][CH:27]=[CH:26][CH:25]=1)=[CH:8]2)=[O:4]. Given the reactants [CH3:1][O:2][C:3]([C:5]1[C:6]([OH:30])=[C:7]2[C:12](=[C:13](Br)[N:14]=1)[N:11]([CH2:16][C:17]1[CH:22]=[CH:21][CH:20]=[CH:19][CH:18]=1)[C:10](=[O:23])[C:9]([C:24]1[CH:29]=[CH:28][CH:27]=[CH:26][CH:25]=1)=[CH:8]2)=[O:4].C([Sn](CCCC)(CCCC)[C:36]1[N:37]=[CH:38][S:39][CH:40]=1)CCC.CCOC(C)=O.Cl, predict the reaction product.